This data is from Full USPTO retrosynthesis dataset with 1.9M reactions from patents (1976-2016). The task is: Predict the reactants needed to synthesize the given product. (1) Given the product [NH2:1][C:4]1[CH:5]=[C:6]([CH:19]=[CH:20][C:21]=1[NH2:22])[CH2:7][N:8]1[C:16](=[O:17])[C:15]2[C:10](=[CH:11][CH:12]=[CH:13][CH:14]=2)[C:9]1=[O:18], predict the reactants needed to synthesize it. The reactants are: [N+:1]([C:4]1[CH:5]=[C:6]([CH:19]=[CH:20][C:21]=1[N+:22]([O-])=O)[CH2:7][N:8]1[C:16](=[O:17])[C:15]2[C:10](=[CH:11][CH:12]=[CH:13][CH:14]=2)[C:9]1=[O:18])([O-])=O.C(O)C.C1COCC1. (2) Given the product [NH2:39][C:25]1[N:26]=[C:27]([C:29]2[CH:38]=[C:37]3[C:32]([CH2:33][CH2:34][N:35]([C:11]([NH:10][C:2]4[S:1][C:5]5[CH:6]=[CH:7][CH:8]=[CH:9][C:4]=5[N:3]=4)=[O:12])[CH2:36]3)=[CH:31][CH:30]=2)[CH:28]=[C:23]([N:20]2[CH2:19][CH2:18][N:17]([CH3:16])[CH2:22][CH2:21]2)[N:24]=1, predict the reactants needed to synthesize it. The reactants are: [S:1]1[C:5]2[CH:6]=[CH:7][CH:8]=[CH:9][C:4]=2[N:3]=[C:2]1[NH2:10].[C:11](Cl)(Cl)=[O:12].Cl.[CH3:16][N:17]1[CH2:22][CH2:21][N:20]([C:23]2[CH:28]=[C:27]([C:29]3[CH:38]=[C:37]4[C:32]([CH2:33][CH2:34][NH:35][CH2:36]4)=[CH:31][CH:30]=3)[N:26]=[C:25]([NH2:39])[N:24]=2)[CH2:19][CH2:18]1. (3) Given the product [CH3:63][CH:55]([CH2:54][C@H:53]([NH:52][C:50]([N:184]1[CH2:185][CH2:190][CH2:189][CH2:188][CH2:187][CH2:186]1)=[O:51])[C:64]([N:66]([C@@H:21]([C:22]([NH:265][C@H:111]([C:112]([OH:114])=[O:113])[CH2:93][C:94]1[CH:97]=[CH:98][CH:99]=[CH:100][N:96]=1)=[O:26])[CH2:20][C:19]1[C:18]2[CH:23]=[CH:24][CH:11]=[CH:16][C:17]=2[NH:198][CH:196]=1)[CH3:67])=[O:65])[CH3:56], predict the reactants needed to synthesize it. The reactants are: C(NC(CS[C:11]12[C:24](=O)[C:23]3[C:18](=[CH:19][CH:20]=[CH:21][C:22]=3[OH:26])[C:17](=O)[C:16]1(O)C1(O)C(=O)C=C(C)CC1(O)CC2)C(O)=O)(=O)C.CC[C@@H]([C@@H](NC([C@@H](N)C)=O)C(N[C@H]([C:50]([NH:52][C@@H:53]([C:64]([NH:66][C@@H:67](C=O)CCC(O)=O)=[O:65])[CH2:54][C:55]1[C:63]2C(=CC=CC=2)N[CH:56]=1)=[O:51])CC(C)=C)=O)C.CC(C[C@@H]1NC(=O)[C@@H](C(C)C)NC(=O)[C@H:100]2[N:96]([CH2:97][CH2:98][CH2:99]2)[C:94](=O)[C@H:93]([CH2:111][C:112]([OH:114])=[O:113])NC(=O)[C@@H](CC2C3C=CC=CC=3NC=2)NC1=O)C.CC(C[C@@H]1NC(=O)[C@@H](C2SC=CC=2)NC(=O)[C@H](CC(O)=O)NC(=O)[C@H](CC(N2CCN(C3C=CC=CC=3)CC2)=O)NC(=O)[C@@H](CC(O)=O)NC(=O)[C@@H](CC2[C:186]3[CH:187]=[CH:188][CH:189]=[CH:190][C:185]=3[NH:184]C=2)NC1=O)C.CC[C@@H]([C@H](NC([C@@H](NC([C@@H](NC([C@H](NC(C)=O)CC1C=CC(C2C=CC=CC=2)=CC=1)=O)CC(C)C)=O)CC(O)=O)=O)[C:196]([NH:198][C@H](C(N[C@H](C(O)=O)CC1C2C(=CC=CC=2)NC=1)=O)[C@H](CC)C)=O)C.CC[C@@H]([C@H](NC([C@@H](NC([C@@H](NC([C@H](NC(C)=O)C1C2C(=CC=CC=2)CCC2C1=CC=CC=2)=O)CC(C)C)=O)CC(O)=O)=O)C([N:265]([C@H](C(N[C@H](C(O)=O)CC1C2C(=CC=CC=2)NC=1)=O)[C@H](CC)C)C)=O)C.CC(C[C@H](NC(N1CCCCCC1)=O)C(NC(C(N[C@@H](C(O)=O)CC1C2C=CC=CC=2NC=1)=O)CC1C2C=CC=CC=2NC=1)=O)C.CC1OC(=O)C(C2C=C(O)C=C(O)C=2)NC(=O)C(C2C=C(O)C=C(O)C=2)NC(=O)C(C)NC(=O)C(CC2C=CC=CC=2)NC(=O)C1NC(C(NC(C1NC=CC=1)=O)CC1C=CC=CC=1)=O. (4) Given the product [CH3:19][O:18][C:9]1[C:10]2[O:14][C:13]([CH3:16])([CH3:15])[CH2:12][C:11]=2[CH:17]=[C:7]([CH2:6][C:5]([CH3:21])([CH3:20])[C:4]([OH:22])=[O:3])[CH:8]=1, predict the reactants needed to synthesize it. The reactants are: C([O:3][C:4](=[O:22])[C:5]([CH3:21])([CH3:20])[CH2:6][C:7]1[CH:8]=[C:9]([O:18][CH3:19])[C:10]2[O:14][C:13]([CH3:16])([CH3:15])[CH2:12][C:11]=2[CH:17]=1)C.[OH-].[Na+].Cl. (5) Given the product [CH3:18][O:17][C:11]1[C:12]([O:15][CH3:16])=[CH:13][C:14]2[C:5]3[C:6](=[C:19]([NH2:20])[N:2]=[CH:3][CH:4]=3)[CH:7]=[N:8][C:9]=2[CH:10]=1, predict the reactants needed to synthesize it. The reactants are: C[N:2](C)/[CH:3]=[CH:4]/[C:5]1[C:14]2[C:9](=[CH:10][C:11]([O:17][CH3:18])=[C:12]([O:15][CH3:16])[CH:13]=2)[N:8]=[CH:7][C:6]=1[C:19]#[N:20]. (6) Given the product [S:27]1[CH:28]=[CH:29][N:30]=[C:26]1[NH:25][C:9]([C:7]1([C:12]2[S:13][C:14]([S:17](=[O:23])(=[O:24])/[N:18]=[CH:19]\[N:20]([CH3:21])[CH3:22])=[CH:15][CH:16]=2)[CH2:8][CH:6]1[CH:1]1[CH2:2][CH2:3][CH2:4][CH2:5]1)=[O:11], predict the reactants needed to synthesize it. The reactants are: [CH:1]1([CH:6]2[CH2:8][C:7]2([C:12]2[S:13][C:14]([S:17](=[O:24])(=[O:23])/[N:18]=[CH:19]\[N:20]([CH3:22])[CH3:21])=[CH:15][CH:16]=2)[C:9]([OH:11])=O)[CH2:5][CH2:4][CH2:3][CH2:2]1.[NH2:25][C:26]1[S:27][CH:28]=[CH:29][N:30]=1.CN(C(ON1N=NC2C=CC=CC1=2)=[N+](C)C)C.[B-](F)(F)(F)F.C(N(CC)CC)C.